Task: Predict the reaction yield, written as a fraction of the theoretical maximum amount of product (1.0 means a 100% yield; for example, 0.34 means a 34% yield).. Dataset: Reaction yield outcomes from USPTO patents with 853,638 reactions The product is [F:1][C:2]1[C:3]([N+:12]([O-:14])=[O:13])=[CH:4][C:5]([N+:9]([O-:11])=[O:10])=[C:6](/[CH:8]=[CH:16]/[N:18]([CH3:20])[CH3:19])[CH:7]=1. The catalyst is O. The reactants are [F:1][C:2]1[CH:7]=[C:6]([CH3:8])[C:5]([N+:9]([O-:11])=[O:10])=[CH:4][C:3]=1[N+:12]([O-:14])=[O:13].C[C:16]([N:18]([CH3:20])[CH3:19])=O.CN(C=O)C. The yield is 0.630.